This data is from Full USPTO retrosynthesis dataset with 1.9M reactions from patents (1976-2016). The task is: Predict the reactants needed to synthesize the given product. (1) Given the product [Cl:23][C:13]([C:12]1[CH:16]=[CH:17][C:9]([CH2:8][C:7]2[CH:18]=[CH:19][C:4]([N+:1]([O-:3])=[O:2])=[CH:5][CH:6]=2)=[CH:10][CH:11]=1)=[O:14], predict the reactants needed to synthesize it. The reactants are: [N+:1]([C:4]1[CH:19]=[CH:18][C:7]([CH2:8][C:9]2[CH:17]=[CH:16][C:12]([C:13](O)=[O:14])=[CH:11][CH:10]=2)=[CH:6][CH:5]=1)([O-:3])=[O:2].C(Cl)(=O)C([Cl:23])=O. (2) Given the product [F:23][C:22]1[CH:21]=[N:20][CH:19]=[C:18]2[NH:24][C:15]([C:14]3[N:13]=[C:12]([C:25]4[C:26]([N:45]([CH3:50])[S:46]([CH3:49])(=[O:47])=[O:48])=[CH:27][C:28]5[O:32][C:31]([C:33]6[CH:38]=[CH:37][C:36]([F:39])=[CH:35][CH:34]=6)=[C:30]([C:40]([NH:42][CH3:43])=[O:41])[C:29]=5[CH:44]=4)[CH:11]=[CH:10][C:9]=3[OH:8])=[CH:16][C:17]=12, predict the reactants needed to synthesize it. The reactants are: C([O:8][C:9]1[CH:10]=[CH:11][C:12]([C:25]2[C:26]([N:45]([CH3:50])[S:46]([CH3:49])(=[O:48])=[O:47])=[CH:27][C:28]3[O:32][C:31]([C:33]4[CH:38]=[CH:37][C:36]([F:39])=[CH:35][CH:34]=4)=[C:30]([C:40]([NH:42][CH3:43])=[O:41])[C:29]=3[CH:44]=2)=[N:13][C:14]=1[C:15]1[NH:24][C:18]2=[CH:19][N:20]=[CH:21][C:22]([F:23])=[C:17]2[CH:16]=1)C1C=CC=CC=1.